Dataset: Full USPTO retrosynthesis dataset with 1.9M reactions from patents (1976-2016). Task: Predict the reactants needed to synthesize the given product. Given the product [CH:13]1([C:12]#[C:11][C@:6]2([C:7]([F:10])([F:9])[F:8])[C:16]3[CH:21]=[C:20]([F:22])[CH:19]=[CH:18][C:17]=3[NH:23][C:26](=[O:27])[O:5]2)[CH2:15][CH2:14]1, predict the reactants needed to synthesize it. The reactants are: CS([O:5][C@@:6]([C:16]1[CH:21]=[C:20]([F:22])[CH:19]=[CH:18][C:17]=1[NH2:23])([C:11]#[C:12][CH:13]1[CH2:15][CH2:14]1)[C:7]([F:10])([F:9])[F:8])(=O)=O.[OH-].[Na+].[C:26]([O-])([O-])=[O:27].[Na+].[Na+].ClC(Cl)(OC(=O)OC(Cl)(Cl)Cl)Cl.